This data is from Full USPTO retrosynthesis dataset with 1.9M reactions from patents (1976-2016). The task is: Predict the reactants needed to synthesize the given product. (1) Given the product [CH2:30]([C:32]1[O:33][C:34]2[CH:40]=[CH:39][CH:38]=[CH:37][C:35]=2[C:36]=1[C:15]([C:6]1[CH:7]=[C:8]([C:9]2[CH:14]=[CH:13][CH:12]=[CH:11][CH:10]=2)[C:3]([O:2][CH3:1])=[C:4]([C:18]2[CH:23]=[CH:22][CH:21]=[CH:20][CH:19]=2)[CH:5]=1)=[O:16])[CH3:31], predict the reactants needed to synthesize it. The reactants are: [CH3:1][O:2][C:3]1[C:8]([C:9]2[CH:14]=[CH:13][CH:12]=[CH:11][CH:10]=2)=[CH:7][C:6]([C:15](O)=[O:16])=[CH:5][C:4]=1[C:18]1[CH:23]=[CH:22][CH:21]=[CH:20][CH:19]=1.C(Cl)(=O)C(Cl)=O.[CH2:30]([C:32]1[O:33][C:34]2[CH:40]=[CH:39][CH:38]=[CH:37][C:35]=2[CH:36]=1)[CH3:31].[Sn](Cl)(Cl)(Cl)Cl. (2) Given the product [NH2:1][C:2]1[C:11]2[C:6](=[C:7]([C:24]3[CH:25]=[CH:26][C:21]([O:20][CH3:19])=[C:22]([CH3:30])[CH:23]=3)[CH:8]=[CH:9][CH:10]=2)[N:5]=[N:4][C:3]=1[C:13]([NH:15][CH2:16][CH2:17][CH3:18])=[O:14], predict the reactants needed to synthesize it. The reactants are: [NH2:1][C:2]1[C:11]2[C:6](=[C:7](Br)[CH:8]=[CH:9][CH:10]=2)[N:5]=[N:4][C:3]=1[C:13]([NH:15][CH2:16][CH2:17][CH3:18])=[O:14].[CH3:19][O:20][C:21]1[CH:26]=[CH:25][C:24](B(O)O)=[CH:23][C:22]=1[CH3:30]. (3) The reactants are: C([O:5][C:6](=[O:19])[CH2:7][O:8][C:9]1[CH:14]=[CH:13][C:12]([C:15]#[N:16])=[CH:11][C:10]=1[C:17]#[CH:18])(C)(C)C.Br[C:21]1[CH:26]=[C:25]([S:27]([CH2:30][CH:31]([CH3:33])[CH3:32])(=[O:29])=[O:28])[CH:24]=[CH:23][C:22]=1[CH3:34]. Given the product [C:15]([C:12]1[CH:13]=[CH:14][C:9]([O:8][CH2:7][C:6]([OH:5])=[O:19])=[C:10]([C:17]#[C:18][C:23]2[CH:24]=[C:25]([S:27]([CH2:30][CH:31]([CH3:32])[CH3:33])(=[O:28])=[O:29])[CH:26]=[CH:21][C:22]=2[CH3:34])[CH:11]=1)#[N:16], predict the reactants needed to synthesize it. (4) Given the product [CH2:1]([O:3][C:4]1[CH:5]=[C:6]([CH:25]=[C:26]([O:29][CH2:30][CH3:31])[C:27]=1[F:28])[CH2:7][N:8]1[CH2:13][CH2:12][CH:11]([NH:14][C:15]2[O:16][C:17]3[C:23]([NH:24][C:38]([C:36]4[CH:37]=[N:32][CH:33]=[N:34][CH:35]=4)=[O:39])=[CH:22][CH:21]=[CH:20][C:18]=3[N:19]=2)[CH2:10][CH2:9]1)[CH3:2], predict the reactants needed to synthesize it. The reactants are: [CH2:1]([O:3][C:4]1[CH:5]=[C:6]([CH:25]=[C:26]([O:29][CH2:30][CH3:31])[C:27]=1[F:28])[CH2:7][N:8]1[CH2:13][CH2:12][CH:11]([NH:14][C:15]2[O:16][C:17]3[C:23]([NH2:24])=[CH:22][CH:21]=[CH:20][C:18]=3[N:19]=2)[CH2:10][CH2:9]1)[CH3:2].[N:32]1[CH:37]=[C:36]([C:38](O)=[O:39])[CH:35]=[N:34][CH:33]=1.Cl.CN(C)CCCN=C=NCC. (5) Given the product [Cl:1][C:2]1[N:7]=[C:6]([C:8]([O:24][CH3:23])=[O:9])[CH:5]=[CH:4][C:3]=1[O:10][CH2:11][CH:12]1[CH2:14][CH2:13]1, predict the reactants needed to synthesize it. The reactants are: [Cl:1][C:2]1[N:7]=[C:6]([CH2:8][OH:9])[CH:5]=[CH:4][C:3]=1[O:10][CH2:11][CH:12]1[CH2:14][CH2:13]1.[Mn]([O-])(=O)(=O)=O.[K+].Cl.C[C:23](C)=[O:24]. (6) Given the product [C:7]([O:11][C:12]([N:14]([C:22]1[CH:27]=[CH:26][C:25]([C:28]([C:29]2[CH:30]=[CH:31][C:32]([Cl:35])=[CH:33][CH:34]=2)=[CH2:1])=[CH:24][C:23]=1[CH3:37])[C:15](=[O:21])[O:16][C:17]([CH3:19])([CH3:20])[CH3:18])=[O:13])([CH3:9])([CH3:8])[CH3:10], predict the reactants needed to synthesize it. The reactants are: [CH3:1]C(C)([O-])C.[K+].[C:7]([O:11][C:12]([N:14]([C:22]1[CH:27]=[CH:26][C:25]([C:28](=O)[C:29]2[CH:34]=[CH:33][C:32]([Cl:35])=[CH:31][CH:30]=2)=[CH:24][C:23]=1[CH3:37])[C:15](=[O:21])[O:16][C:17]([CH3:20])([CH3:19])[CH3:18])=[O:13])([CH3:10])([CH3:9])[CH3:8].[Cl-].[NH4+]. (7) Given the product [CH3:11][O:10][C:8]([C:6]1[CH:7]=[C:2]([O:1][CH:13]([CH2:24][CH3:25])[C:14]([NH:16][C:17]([CH3:23])([CH3:22])[C:18]#[C:19][CH2:20][CH3:21])=[O:15])[CH:3]=[N:4][CH:5]=1)=[O:9], predict the reactants needed to synthesize it. The reactants are: [OH:1][C:2]1[CH:3]=[N:4][CH:5]=[C:6]([C:8]([O:10][CH3:11])=[O:9])[CH:7]=1.Br[C:13](Br)([CH2:24][CH3:25])[C:14]([NH:16][C:17]([CH3:23])([CH3:22])[C:18]#[C:19][CH2:20][CH3:21])=[O:15].C(=O)([O-])[O-].[K+].[K+].C(OCC)C. (8) Given the product [CH3:1][O:2][C:3]1[CH:4]=[C:5]2[C:10](=[CH:11][C:12]=1[O:13][CH3:14])[N:9]=[CH:8][CH:7]=[C:6]2[O:15][C:16]1[CH:22]=[CH:21][C:19]([NH:20][C:28]([NH:36][CH2:37][C:38]2[CH:43]=[CH:42][CH:41]=[CH:40][N:39]=2)=[O:34])=[C:18]([F:23])[CH:17]=1, predict the reactants needed to synthesize it. The reactants are: [CH3:1][O:2][C:3]1[CH:4]=[C:5]2[C:10](=[CH:11][C:12]=1[O:13][CH3:14])[N:9]=[CH:8][CH:7]=[C:6]2[O:15][C:16]1[CH:22]=[CH:21][C:19]([NH2:20])=[C:18]([F:23])[CH:17]=1.ClC(Cl)(O[C:28](=[O:34])OC(Cl)(Cl)Cl)Cl.[NH2:36][CH2:37][C:38]1[CH:43]=[CH:42][CH:41]=[CH:40][N:39]=1.C(=O)([O-])O.[Na+]. (9) Given the product [Cl:21][C:15]1[CH:16]=[C:17]([Cl:20])[CH:18]=[CH:19][C:14]=1[CH:5]1[N:6]=[C:7]([C:9]2[S:10][CH:11]=[CH:12][N:13]=2)[NH:8][C:3]([CH2:2][N:30]2[CH2:31][CH2:32][O:33][C@H:28]([CH3:27])[C@H:29]2[C:34]([OH:36])=[O:35])=[C:4]1[C:22]([O:24][CH2:25][CH3:26])=[O:23], predict the reactants needed to synthesize it. The reactants are: Br[CH2:2][C:3]1[NH:8][C:7]([C:9]2[S:10][CH:11]=[CH:12][N:13]=2)=[N:6][CH:5]([C:14]2[CH:19]=[CH:18][C:17]([Cl:20])=[CH:16][C:15]=2[Cl:21])[C:4]=1[C:22]([O:24][CH2:25][CH3:26])=[O:23].[CH3:27][C@H:28]1[O:33][CH2:32][CH2:31][NH:30][C@@H:29]1[C:34]([OH:36])=[O:35].